Dataset: Experimentally validated miRNA-target interactions with 360,000+ pairs, plus equal number of negative samples. Task: Binary Classification. Given a miRNA mature sequence and a target amino acid sequence, predict their likelihood of interaction. (1) The miRNA is hsa-miR-656-5p with sequence AGGUUGCCUGUGAGGUGUUCA. The protein sequence of the target gene is MSDDFLWFEGIAFPTMGFRSETLRKVRDEFVIRDEDVIILTYPKSGTNWLAEILCLMHSKGDAKWIQSVPIWERSPWVESEIGYTALSETESPRLFSSHLPIQLFPKSFFSSKAKVIYLMRNPRDVLVSGYFFWKNMKFIKKPKSWEEYFEWFCQGTVLYGSWFDHIHGWMPMREEKNFLLLSYEELKQDTGRTIEKICQFLGKTLEPEELNLILKNSSFQSMKENKMSNYSLLSVDYVVDKAQLLRKGVSGDWKNHFTVAQAEDFDKLFQEKMADLPRELFPWE. Result: 0 (no interaction). (2) The miRNA is hsa-miR-7856-5p with sequence UUUUAAGGACACUGAGGGAUC. The protein sequence of the target gene is MSLWKKTVYRSLCLALALLVAVTVFQRSLTPGQFLQEPPPPTLEPQKAQKPNGQLVNPNNFWKNPKDVAAPTPMASQGPQAWDVTTTNCSANINLTHQPWFQVLEPQFRQFLFYRHCRYFPMLLNHPEKCRGDVYLLVVVKSVITQHDRREAIRQTWGRERQSAGGGRGAVRTLFLLGTASKQEERTHYQQLLAYEDRLYGDILQWGFLDTFFNLTLKEIHFLKWLDIYCPHVPFIFKGDDDVFVNPTNLLEFLADRQPQENLFVGDVLQHARPIRRKDNKYYIPGALYGKASYPPYAGG.... Result: 1 (interaction).